Dataset: Forward reaction prediction with 1.9M reactions from USPTO patents (1976-2016). Task: Predict the product of the given reaction. (1) Given the reactants [CH3:1][C:2]1[CH:3]=[C:4]([CH:7]=[C:8]([CH3:10])[CH:9]=1)[CH:5]=O.C([O-])(=O)C.[Na+].Cl.[NH2:17][OH:18].C(OCC)(=O)C, predict the reaction product. The product is: [CH3:1][C:2]1[CH:3]=[C:4]([CH:7]=[C:8]([CH3:10])[CH:9]=1)[CH:5]=[N:17][OH:18]. (2) Given the reactants [CH2:1]([O:8][C:9]1[CH:14]=[CH:13][C:12]([Br:15])=[CH:11][C:10]=1[C:16](=O)[CH2:17][CH2:18][C:19](=O)[CH3:20])[C:2]1[CH:7]=[CH:6][CH:5]=[CH:4][CH:3]=1.[NH2:23][C:24]1[CH:25]=[CH:26][C:27]([Cl:33])=[C:28]([CH:32]=1)[C:29]([OH:31])=[O:30].CC1C=CC(S(O)(=O)=O)=CC=1, predict the reaction product. The product is: [Br:15][C:12]1[CH:13]=[CH:14][C:9]([O:8][CH2:1][C:2]2[CH:7]=[CH:6][CH:5]=[CH:4][CH:3]=2)=[C:10]([C:16]2[N:23]([C:24]3[CH:32]=[C:28]([C:27]([Cl:33])=[CH:26][CH:25]=3)[C:29]([OH:31])=[O:30])[C:19]([CH3:20])=[CH:18][CH:17]=2)[CH:11]=1. (3) Given the reactants COC[CH2:4][CH2:5][N:6]=[C:7]=O.[CH2:9]([C:16]1[NH:24][C:23]2[C:22](=[O:25])[N:21]([CH2:26][CH2:27][CH2:28][O:29][CH3:30])[C:20](=[O:31])[N:19]([CH2:32][CH2:33][C:34]3[CH:39]=[CH:38][C:37]([N+:40]([O-:42])=[O:41])=[CH:36][CH:35]=3)[C:18]=2[N:17]=1)[C:10]1[CH:15]=[CH:14][CH:13]=[CH:12][CH:11]=1.[C:43](=O)([O-])[O-].[Na+].[Na+].C(N)C, predict the reaction product. The product is: [CH2:9]([C:16]1[N:24]([CH2:4][CH2:5][NH:6][CH2:7][CH3:43])[C:23]2[C:22](=[O:25])[N:21]([CH2:26][CH2:27][CH2:28][O:29][CH3:30])[C:20](=[O:31])[N:19]([CH2:32][CH2:33][C:34]3[CH:35]=[CH:36][C:37]([N+:40]([O-:42])=[O:41])=[CH:38][CH:39]=3)[C:18]=2[N:17]=1)[C:10]1[CH:15]=[CH:14][CH:13]=[CH:12][CH:11]=1. (4) The product is: [C:18]([O:22][C:23](=[O:27])[C@H:24]([CH3:26])[NH:25][C:6](=[O:16])[C@H:5]([CH3:17])[N:4]([C:1](=[O:3])[CH3:2])[CH:9]([C:10]1[CH:15]=[CH:14][CH:13]=[CH:12][CH:11]=1)[CH2:8][OH:7])([CH3:21])([CH3:20])[CH3:19]. Given the reactants [C:1]([N:4]1[C@H:9]([C:10]2[CH:15]=[CH:14][CH:13]=[CH:12][CH:11]=2)[CH2:8][O:7][C:6](=[O:16])[C@@H:5]1[CH3:17])(=[O:3])[CH3:2].[C:18]([O:22][C:23](=[O:27])[C@H:24]([CH3:26])[NH2:25])([CH3:21])([CH3:20])[CH3:19], predict the reaction product. (5) Given the reactants I[C:2]1[C:3]([O:8][C:9]2[CH:14]=[CH:13][C:12]([NH:15][C:16]3[S:17][C:18]4[CH:24]=[CH:23][CH:22]=[CH:21][C:19]=4[N:20]=3)=[CH:11][CH:10]=2)=[N:4][CH:5]=[CH:6][CH:7]=1.CN(C1CCCCC1)C1CCCCC1.[O:39]1[CH2:43][CH:42]=[CH:41][CH2:40]1, predict the reaction product. The product is: [O:39]1[CH:40]=[CH:41][CH2:42][CH:43]1[C:2]1[C:3]([O:8][C:9]2[CH:14]=[CH:13][C:12]([NH:15][C:16]3[S:17][C:18]4[CH:24]=[CH:23][CH:22]=[CH:21][C:19]=4[N:20]=3)=[CH:11][CH:10]=2)=[N:4][CH:5]=[CH:6][CH:7]=1. (6) Given the reactants [C:1]([C:3]1[CH:8]=[CH:7][CH:6]=[CH:5][C:4]=1[OH:9])#[N:2].C1(C)C=CC=C([N:16]=[C:17]=[O:18])C=1.[C:20]1([CH3:26])[CH:25]=[CH:24][CH:23]=[CH:22][CH:21]=1, predict the reaction product. The product is: [C:20]1([CH3:26])[CH:25]=[CH:24][CH:23]=[C:22]([N:2]=[C:1]2[C:3]3[CH:8]=[CH:7][CH:6]=[CH:5][C:4]=3[O:9][C:17](=[O:18])[NH:16]2)[CH:21]=1. (7) Given the reactants [OH-].[NH4+:2].[CH2:3]([O:10][C:11]1[CH:12]=[CH:13][C:14]2[C:15]3[N:24]([CH2:25][C:26]([NH:29][S:30]([CH3:33])(=[O:32])=[O:31])([CH3:28])[CH3:27])[C:23]([CH2:34][O:35][CH2:36][CH3:37])=[N:22][C:16]=3[CH:17]=[N+:18]([O-])[C:19]=2[CH:20]=1)[C:4]1[CH:9]=[CH:8][CH:7]=[CH:6][CH:5]=1.C1(C)C=CC(S(Cl)(=O)=O)=CC=1.O, predict the reaction product. The product is: [NH2:2][C:17]1[C:16]2[N:22]=[C:23]([CH2:34][O:35][CH2:36][CH3:37])[N:24]([CH2:25][C:26]([NH:29][S:30]([CH3:33])(=[O:32])=[O:31])([CH3:28])[CH3:27])[C:15]=2[C:14]2[CH:13]=[CH:12][C:11]([O:10][CH2:3][C:4]3[CH:9]=[CH:8][CH:7]=[CH:6][CH:5]=3)=[CH:20][C:19]=2[N:18]=1.